Dataset: Forward reaction prediction with 1.9M reactions from USPTO patents (1976-2016). Task: Predict the product of the given reaction. (1) Given the reactants [OH:1][CH2:2][CH2:3][O:4][C:5]1[N:10]=[C:9]([CH3:11])[C:8]([C:12]2[C:13]([CH3:20])=[C:14]([CH:17]=[CH:18][CH:19]=2)[CH:15]=[O:16])=[C:7]([CH3:21])[CH:6]=1.[CH2:22]([OH:24])[CH3:23], predict the reaction product. The product is: [C:22]([O:1][CH2:2][CH2:3][O:4][C:5]1[CH:6]=[C:7]([CH3:21])[C:8]([C:12]2[CH:19]=[CH:18][CH:17]=[C:14]([CH:15]=[O:16])[C:13]=2[CH3:20])=[C:9]([CH3:11])[N:10]=1)(=[O:24])[CH3:23]. (2) Given the reactants [CH:1]1([NH:6][C:7]2[N:12]=[C:11]([C:13]3[C:14]([C:28]4[CH:33]=[CH:32][C:31]([F:34])=[CH:30][CH:29]=4)=[N:15][N:16]4[C:21]([NH:22][CH2:23][C:24]([O:26]C)=[O:25])=[CH:20][CH:19]=[CH:18][C:17]=34)[CH:10]=[C:9]([CH3:35])[N:8]=2)[CH2:5][CH2:4][CH2:3][CH2:2]1.[OH-].[Li+], predict the reaction product. The product is: [CH:1]1([NH:6][C:7]2[N:12]=[C:11]([C:13]3[C:14]([C:28]4[CH:29]=[CH:30][C:31]([F:34])=[CH:32][CH:33]=4)=[N:15][N:16]4[C:21]([NH:22][CH2:23][C:24]([OH:26])=[O:25])=[CH:20][CH:19]=[CH:18][C:17]=34)[CH:10]=[C:9]([CH3:35])[N:8]=2)[CH2:2][CH2:3][CH2:4][CH2:5]1. (3) Given the reactants [Br:1][C:2]1[CH:3]=[C:4]2[CH:10]=[CH:9][NH:8][C:5]2=[N:6][CH:7]=1.[OH-].[K+].[I:13]N1C(=O)CCC1=O.[O-]S([O-])(=S)=O.[Na+].[Na+], predict the reaction product. The product is: [I:13][C:10]1[C:4]2[C:5](=[N:6][CH:7]=[C:2]([Br:1])[CH:3]=2)[NH:8][CH:9]=1. (4) Given the reactants CC(OC(/N=N/C(OC(C)C)=O)=O)C.[Br:15][C:16]1[CH:21]=[CH:20][C:19]([C:22]2[C:33](=[O:34])[NH:32][C:25]3[N:26]=[C:27]([S:30][CH3:31])[N:28]=[CH:29][C:24]=3[CH:23]=2)=[C:18]([Cl:35])[CH:17]=1.O[CH2:37][CH:38]1[CH2:43][CH2:42][N:41]([C:44]([O:46][C:47]([CH3:50])([CH3:49])[CH3:48])=[O:45])[CH2:40][CH2:39]1.C1C=CC(P(C2C=CC=CC=2)C2C=CC=CC=2)=CC=1, predict the reaction product. The product is: [Br:15][C:16]1[CH:21]=[CH:20][C:19]([C:22]2[C:33](=[O:34])[N:32]([CH2:37][CH:38]3[CH2:43][CH2:42][N:41]([C:44]([O:46][C:47]([CH3:48])([CH3:50])[CH3:49])=[O:45])[CH2:40][CH2:39]3)[C:25]3[N:26]=[C:27]([S:30][CH3:31])[N:28]=[CH:29][C:24]=3[CH:23]=2)=[C:18]([Cl:35])[CH:17]=1.